This data is from Full USPTO retrosynthesis dataset with 1.9M reactions from patents (1976-2016). The task is: Predict the reactants needed to synthesize the given product. (1) Given the product [CH:1]1([N:8]2[C:11](=[O:12])[C:10]([CH3:14])([CH3:13])[N:9]2[CH2:18][C:17]2[CH:20]=[C:21]([Cl:24])[CH:22]=[CH:23][C:16]=2[Cl:15])[CH2:2][CH2:3][CH2:4][CH2:5][CH2:6][CH2:7]1, predict the reactants needed to synthesize it. The reactants are: [CH:1]1([N:8]2[C:11](=[O:12])[C:10]([CH3:14])([CH3:13])[NH:9]2)[CH2:7][CH2:6][CH2:5][CH2:4][CH2:3][CH2:2]1.[Cl:15][C:16]1[CH:23]=[CH:22][C:21]([Cl:24])=[CH:20][C:17]=1[CH2:18]Br. (2) Given the product [N:42]1[CH:47]=[CH:46][CH:45]=[C:44]([C:2]2[CH:3]=[C:4]([C:13]3[O:17][N:16]=[C:15]([C:18]4[CH:26]=[CH:25][C:24]5[NH:23][C:22]6[CH:27]([CH2:30][C:31]([O:33][CH2:34][CH3:35])=[O:32])[CH2:28][CH2:29][C:21]=6[C:20]=5[CH:19]=4)[N:14]=3)[CH:5]=[C:6]([O:8][C:9]([F:11])([F:12])[F:10])[CH:7]=2)[CH:43]=1, predict the reactants needed to synthesize it. The reactants are: Br[C:2]1[CH:3]=[C:4]([C:13]2[O:17][N:16]=[C:15]([C:18]3[CH:26]=[CH:25][C:24]4[NH:23][C:22]5[CH:27]([CH2:30][C:31]([O:33][CH2:34][CH3:35])=[O:32])[CH2:28][CH2:29][C:21]=5[C:20]=4[CH:19]=3)[N:14]=2)[CH:5]=[C:6]([O:8][C:9]([F:12])([F:11])[F:10])[CH:7]=1.C([O-])([O-])=O.[Na+].[Na+].[N:42]1[CH:47]=[CH:46][CH:45]=[C:44](B(O)O)[CH:43]=1. (3) Given the product [Cl:64][C:65]1[CH:76]=[CH:75][CH:74]=[CH:73][C:66]=1[O:67][CH:68]1[CH2:72][CH2:71][N:70]([C:25](=[O:27])[CH2:24][NH:23][C:21]([C:19]2[N:18]=[CH:17][N:16]([C:10]3[CH:11]=[CH:12][CH:13]=[CH:14][CH:15]=3)[CH:20]=2)=[O:22])[CH2:69]1, predict the reactants needed to synthesize it. The reactants are: CCN(C(C)C)C(C)C.[C:10]1([N:16]2[CH:20]=[C:19]([C:21]([NH:23][CH2:24][C:25]([OH:27])=O)=[O:22])[N:18]=[CH:17]2)[CH:15]=[CH:14][CH:13]=[CH:12][CH:11]=1.C1(N2C=C(C(O)=O)N=C2)C=CC=CC=1.C1C=CC2N(O)N=NC=2C=1.CCN=C=NCCCN(C)C.Cl.[Cl:64][C:65]1[CH:76]=[CH:75][CH:74]=[CH:73][C:66]=1[O:67][CH:68]1[CH2:72][CH2:71][NH:70][CH2:69]1.FC(F)(F)C1C=C(C=CC=1)OC1CCNC1.